Dataset: Full USPTO retrosynthesis dataset with 1.9M reactions from patents (1976-2016). Task: Predict the reactants needed to synthesize the given product. (1) Given the product [CH:21]([NH:20][C:14]([C@H:10]1[CH2:11][CH2:12][CH2:13][C@H:9]1[NH:8][C:6]1[C:5]([F:17])=[CH:4][N:3]=[C:2]([Cl:1])[N:7]=1)=[O:16])([CH3:23])[CH3:22], predict the reactants needed to synthesize it. The reactants are: [Cl:1][C:2]1[N:7]=[C:6]([NH:8][C@@H:9]2[CH2:13][CH2:12][CH2:11][C@@H:10]2[C:14]([OH:16])=O)[C:5]([F:17])=[CH:4][N:3]=1.CC[N:20](C(C)C)[CH:21]([CH3:23])[CH3:22].CN(C(ON1N=NC2C=CC=CC1=2)=[N+](C)C)C.[B-](F)(F)(F)F.C(N)(C)C. (2) Given the product [CH2:3]([C:2]1[N:8]=[C:19]([C:20]([F:23])([F:22])[F:21])[CH:18]=[CH:17][N:9]=1)[CH2:4][CH2:5][CH:6]=[CH2:7], predict the reactants needed to synthesize it. The reactants are: Cl.[C:2](=[NH:9])([NH2:8])[CH2:3][CH2:4][CH2:5][CH:6]=[CH2:7].[O-]CC.[Na+].C(O[CH:17]=[CH:18][C:19](=O)[C:20]([F:23])([F:22])[F:21])C. (3) Given the product [NH2:8][CH2:9][CH2:10][O:11][C:12]1[C:17]2[C:18]([CH3:47])=[C:19]([C:21]([NH:23][C:24]3[CH:25]=[CH:26][C:27]([C:30]4[CH:35]=[CH:34][C:33]([S:36]([NH:39][C@@H:40]([CH:44]([CH3:45])[CH3:46])[C:41]([OH:43])=[O:42])(=[O:38])=[O:37])=[CH:32][CH:31]=4)=[CH:28][CH:29]=3)=[O:22])[O:20][C:16]=2[CH:15]=[CH:14][CH:13]=1.[C:48]([OH:54])([C:50]([F:53])([F:52])[F:51])=[O:49], predict the reactants needed to synthesize it. The reactants are: C(OC([NH:8][CH2:9][CH2:10][O:11][C:12]1[C:17]2[C:18]([CH3:47])=[C:19]([C:21]([NH:23][C:24]3[CH:29]=[CH:28][C:27]([C:30]4[CH:35]=[CH:34][C:33]([S:36]([NH:39][C@@H:40]([CH:44]([CH3:46])[CH3:45])[C:41]([OH:43])=[O:42])(=[O:38])=[O:37])=[CH:32][CH:31]=4)=[CH:26][CH:25]=3)=[O:22])[O:20][C:16]=2[CH:15]=[CH:14][CH:13]=1)=O)(C)(C)C.[C:48]([OH:54])([C:50]([F:53])([F:52])[F:51])=[O:49].C(Cl)Cl.